Dataset: Full USPTO retrosynthesis dataset with 1.9M reactions from patents (1976-2016). Task: Predict the reactants needed to synthesize the given product. (1) Given the product [C:1]([O:5][C:6]([N:8]1[CH2:13][CH2:12][N:11]([CH:34]2[CH2:33][CH2:32][N:31]([C:14]([O:16][CH2:17][CH:18]3[C:19]4[C:24](=[CH:23][CH:22]=[CH:21][CH:20]=4)[C:25]4[C:30]3=[CH:29][CH:28]=[CH:27][CH:26]=4)=[O:15])[CH2:36][CH2:35]2)[CH2:10][CH2:9]1)=[O:7])([CH3:4])([CH3:2])[CH3:3], predict the reactants needed to synthesize it. The reactants are: [C:1]([O:5][C:6]([N:8]1[CH2:13][CH2:12][NH:11][CH2:10][CH2:9]1)=[O:7])([CH3:4])([CH3:3])[CH3:2].[C:14]([N:31]1[CH2:36][CH2:35][C:34](=O)[CH2:33][CH2:32]1)([O:16][CH2:17][CH:18]1[C:30]2[C:25](=[CH:26][CH:27]=[CH:28][CH:29]=2)[C:24]2[C:19]1=[CH:20][CH:21]=[CH:22][CH:23]=2)=[O:15].C(O)C.C([BH3-])#N.[Na+]. (2) Given the product [CH3:1][O:2][C:3](=[O:12])[C:4]1[CH:9]=[CH:8][C:7]([Cl:10])=[C:6]([O:11][CH2:22][CH2:21][C:18]2[CH:19]=[CH:20][C:15]([O:14][CH3:13])=[CH:16][CH:17]=2)[CH:5]=1, predict the reactants needed to synthesize it. The reactants are: [CH3:1][O:2][C:3](=[O:12])[C:4]1[CH:9]=[CH:8][C:7]([Cl:10])=[C:6]([OH:11])[CH:5]=1.[CH3:13][O:14][C:15]1[CH:20]=[CH:19][C:18]([CH2:21][CH2:22]O)=[CH:17][CH:16]=1.C1(P(C2C=CC=CC=2)C2C=CC=CC=2)C=CC=CC=1.CCOC(/N=N/C(OCC)=O)=O. (3) The reactants are: [NH4+:1].[OH2:2].O.O.O.O.O.O.O.O.O.O.O.[O-:14][S:15]([O-:18])(=[O:17])=[O:16].[O-:19]S([O-])(=O)=O.[Al+3:24].N. Given the product [OH-:14].[Al+3:24].[OH-:19].[OH-:2].[S:15]([O-:18])([O-:17])(=[O:16])=[O:14].[NH4+:1].[NH4+:1], predict the reactants needed to synthesize it.